This data is from Forward reaction prediction with 1.9M reactions from USPTO patents (1976-2016). The task is: Predict the product of the given reaction. (1) Given the reactants C1(N2C(=O)C3SC=[C:16]([C:17]4[CH:22]=[CH:21][CH:20]=[CH:19][CH:18]=4)[C:10]=3[N:9]=[CH:8]2)C=CC=CC=1.[NH2:23][C:24]1[C:28]([C:29]2[CH:34]=[CH:33][CH:32]=[CH:31][C:30]=2[F:35])=[CH:27][S:26][C:25]=1[C:36]([O:38]C)=O.C(OCC)(OCC)OCC.C1(N)CCCCCCC1, predict the reaction product. The product is: [CH:10]1([N:9]2[C:36](=[O:38])[C:25]3[S:26][CH:27]=[C:28]([C:29]4[CH:34]=[CH:33][CH:32]=[CH:31][C:30]=4[F:35])[C:24]=3[N:23]=[CH:8]2)[CH2:16][CH2:17][CH2:22][CH2:21][CH2:20][CH2:19][CH2:18]1. (2) Given the reactants [I-].S([O-])(=O)(=O)C.[F:7][CH2:8][CH2:9][CH2:10][CH2:11][CH2:12][CH2:13][CH2:14][CH2:15][CH2:16][CH2:17][CH2:18][P+](C1C=CC=CC=1)(C1C=CC=CC=1)C1C=CC=CC=1.BrCCCCCCCCCCC[OH:50].[F-].C([N+](CCCC)(CCCC)CCCC)CCC, predict the reaction product. The product is: [F:7][CH2:8][CH2:9][CH2:10][CH2:11][CH2:12][CH2:13][CH2:14][CH2:15][CH2:16][CH2:17][CH2:18][OH:50].